This data is from hERG potassium channel inhibition data for cardiac toxicity prediction from Karim et al.. The task is: Regression/Classification. Given a drug SMILES string, predict its toxicity properties. Task type varies by dataset: regression for continuous values (e.g., LD50, hERG inhibition percentage) or binary classification for toxic/non-toxic outcomes (e.g., AMES mutagenicity, cardiotoxicity, hepatotoxicity). Dataset: herg_karim. (1) The compound is C=CCN(CC)C(=O)[C@@]1(c2cccs2)C[C@H]1CN. The result is 0 (non-blocker). (2) The drug is O=C(CNC(=O)c1cccc(C(F)(F)F)c1)NC1CN([C@H]2CC[C@](O)(c3cccnc3)CC2)C1. The result is 0 (non-blocker). (3) The molecule is O=C(C1CCN(c2cc(C(F)(F)F)ncn2)CC1)N1CCC(NC2CCC(O)(c3ccc(-c4ncccn4)cn3)CC2)C1. The result is 0 (non-blocker). (4) The molecule is NC(=O)CNCC1CCC2(CC1)OOC1(O2)C2CC3CC(C2)CC1C3. The result is 1 (blocker). (5) The molecule is COCCCn1cc(CN(C(=O)C2CNCCC2(O)c2ccc(F)c(F)c2)C2CC2)c2c(F)ccc(CN3CCOCC3)c21. The result is 1 (blocker). (6) The compound is Fc1cc(C(Oc2ccccc2)C2CNC2)ccc1Cl. The result is 1 (blocker).